From a dataset of Forward reaction prediction with 1.9M reactions from USPTO patents (1976-2016). Predict the product of the given reaction. (1) Given the reactants C(N(CC)CC)C.Cl.[O:9]=[C:10]1[CH:15]([N:16]2[C:24](=[O:25])[C:23]3[C:18](=[CH:19][CH:20]=[CH:21][C:22]=3[CH2:26][NH:27][CH3:28])[C:17]2=[O:29])[CH2:14][CH2:13][C:12](=[O:30])[NH:11]1.[O:31]1[CH:35]=[CH:34][CH:33]=[C:32]1[C:36](Cl)=[O:37], predict the reaction product. The product is: [O:9]=[C:10]1[CH:15]([N:16]2[C:24](=[O:25])[C:23]3[C:18](=[CH:19][CH:20]=[CH:21][C:22]=3[CH2:26][N:27]([CH3:28])[C:36]([C:32]3[O:31][CH:35]=[CH:34][CH:33]=3)=[O:37])[C:17]2=[O:29])[CH2:14][CH2:13][C:12](=[O:30])[NH:11]1. (2) The product is: [O:1]=[C:6]([NH:62][CH2:61][C:58]1[CH:59]=[CH:60][N:55]=[CH:56][CH:57]=1)[C:7]([C@@H:9]([NH:14][C:15](=[O:35])[O:16][C@H:17]([CH2:22][C:23]1[O:24][C:25]([C:28]2[CH:29]=[CH:30][C:31]([F:34])=[CH:32][CH:33]=2)=[N:26][N:27]=1)[C:18]([CH3:20])([CH3:21])[CH3:19])[CH2:10][CH2:11][CH2:12][CH3:13])=[O:8]. Given the reactants [O:1]=[O+][O-].C([C:6](=P(C1C=CC=CC=1)(C1C=CC=CC=1)C1C=CC=CC=1)[C:7]([C@@H:9]([NH:14][C:15](=[O:35])[O:16][C@@H:17]([CH2:22][C:23]1[O:24][C:25]([C:28]2[CH:33]=[CH:32][C:31]([F:34])=[CH:30][CH:29]=2)=[N:26][N:27]=1)[C:18]([CH3:21])([CH3:20])[CH3:19])[CH2:10][CH2:11][CH2:12][CH3:13])=[O:8])#N.[N:55]1[CH:60]=[CH:59][C:58]([CH2:61][NH2:62])=[CH:57][CH:56]=1, predict the reaction product. (3) Given the reactants [OH:1][C:2]1[CH:7]=[CH:6][C:5]([N+:8]([O-:10])=[O:9])=[CH:4][C:3]=1[C:11](=O)[CH3:12].Br[CH2:15][C:16]([CH:18]1[CH2:23][CH2:22][CH2:21][CH2:20][CH2:19]1)=[O:17].C(=O)([O-])[O-].[K+].[K+].Cl, predict the reaction product. The product is: [CH:18]1([C:16]([C:15]2[O:1][C:2]3[CH:7]=[CH:6][C:5]([N+:8]([O-:10])=[O:9])=[CH:4][C:3]=3[C:11]=2[CH3:12])=[O:17])[CH2:23][CH2:22][CH2:21][CH2:20][CH2:19]1. (4) Given the reactants [N:1]([CH2:4][CH2:5][C:6]1[C:14]2[C:9](=[CH:10][C:11]([Cl:16])=[C:12]([Cl:15])[CH:13]=2)[NH:8][C:7]=1[Si](CC)(CC)CC)=[N+]=[N-].C1(P(C2C=CC=CC=2)C2C=CC=CC=2)C=CC=CC=1, predict the reaction product. The product is: [Cl:15][C:12]1[CH:13]=[C:14]2[C:9](=[CH:10][C:11]=1[Cl:16])[NH:8][CH:7]=[C:6]2[CH2:5][CH2:4][NH2:1].